From a dataset of Catalyst prediction with 721,799 reactions and 888 catalyst types from USPTO. Predict which catalyst facilitates the given reaction. (1) The catalyst class is: 7. Reactant: [H-].[Al+3].[Li+].[H-].[H-].[H-].C([O:9][C:10]([CH:12]1[CH2:16][CH2:15][CH:14]([C:17](OCC)=[O:18])[N:13]1[C:22]1[CH:27]=[CH:26][C:25]([Cl:28])=[CH:24][CH:23]=1)=O)C.ClC1C=CC(N2[C@@H](CO)CC[C@@H]2CO)=CC=1. Product: [Cl:28][C:25]1[CH:26]=[CH:27][C:22]([N:13]2[CH:12]([CH2:10][OH:9])[CH2:16][CH2:15][CH:14]2[CH2:17][OH:18])=[CH:23][CH:24]=1. (2) Reactant: [Cl:1][C:2]1[CH:3]=[C:4]([NH:9][C:10]2[O:11][C:12]([CH2:15][O:16][C:17]3[CH:22]=[CH:21][C:20]([N+:23]([O-])=O)=[CH:19][CH:18]=3)=[N:13][N:14]=2)[CH:5]=[CH:6][C:7]=1[Cl:8].CO.[Cl-].[NH4+]. Product: [NH2:23][C:20]1[CH:21]=[CH:22][C:17]([O:16][CH2:15][C:12]2[O:11][C:10]([NH:9][C:4]3[CH:5]=[CH:6][C:7]([Cl:8])=[C:2]([Cl:1])[CH:3]=3)=[N:14][N:13]=2)=[CH:18][CH:19]=1. The catalyst class is: 693. (3) Reactant: FC(F)(F)C(O)=O.[Br:8][C:9]1[CH:10]=[C:11]([N:16]2[C:20](=[O:21])[O:19][N:18]=[C:17]2[C:22]2[C:23]([NH:27][CH2:28][CH2:29][NH:30][S:31]([NH:34]C(=O)OCCCC)(=[O:33])=[O:32])=[N:24][O:25][N:26]=2)[CH:12]=[CH:13][C:14]=1[F:15]. Product: [Br:8][C:9]1[CH:10]=[C:11]([N:16]2[C:20](=[O:21])[O:19][N:18]=[C:17]2[C:22]2[C:23]([NH:27][CH2:28][CH2:29][NH:30][S:31]([NH2:34])(=[O:32])=[O:33])=[N:24][O:25][N:26]=2)[CH:12]=[CH:13][C:14]=1[F:15]. The catalyst class is: 6.